Dataset: Full USPTO retrosynthesis dataset with 1.9M reactions from patents (1976-2016). Task: Predict the reactants needed to synthesize the given product. (1) The reactants are: [Br:1][C:2]1[CH:7]=[C:6]([O:8][CH2:9][CH2:10][Cl:11])[C:5]([N+:12]([O-])=O)=[CH:4][C:3]=1[C:15]([F:18])([F:17])[F:16]. Given the product [Br:1][C:2]1[C:3]([C:15]([F:18])([F:17])[F:16])=[CH:4][C:5]([NH2:12])=[C:6]([O:8][CH2:9][CH2:10][Cl:11])[CH:7]=1, predict the reactants needed to synthesize it. (2) Given the product [CH3:1][C:2]1([CH3:9])[C:3](=[O:8])[NH:4][CH2:5][CH2:6][N:7]1[C:15]([O:14][C:11]([CH3:13])([CH3:12])[CH3:10])=[O:16], predict the reactants needed to synthesize it. The reactants are: [CH3:1][C:2]1([CH3:9])[NH:7][CH2:6][CH2:5][NH:4][C:3]1=[O:8].[CH3:10][C:11]([O:14][C:15](O[C:15]([O:14][C:11]([CH3:13])([CH3:12])[CH3:10])=[O:16])=[O:16])([CH3:13])[CH3:12].